This data is from Peptide-MHC class II binding affinity with 134,281 pairs from IEDB. The task is: Regression. Given a peptide amino acid sequence and an MHC pseudo amino acid sequence, predict their binding affinity value. This is MHC class II binding data. (1) The binding affinity (normalized) is 0.336. The peptide sequence is DYVRMWVQAATAMSA. The MHC is DRB1_1201 with pseudo-sequence DRB1_1201. (2) The peptide sequence is AFSPEVIPMFSALSEGA. The MHC is DRB4_0101 with pseudo-sequence DRB4_0103. The binding affinity (normalized) is 0.441. (3) The peptide sequence is SCFEIKCTKPEACSG. The MHC is HLA-DQA10501-DQB10301 with pseudo-sequence HLA-DQA10501-DQB10301. The binding affinity (normalized) is 0.130. (4) The peptide sequence is IQKFIEWLKVKILPEVKEKH. The MHC is HLA-DQA10301-DQB10302 with pseudo-sequence HLA-DQA10301-DQB10302. The binding affinity (normalized) is 0.140. (5) The peptide sequence is YDKFLACVSTVLTGK. The MHC is DRB1_1001 with pseudo-sequence DRB1_1001. The binding affinity (normalized) is 0.760. (6) The peptide sequence is YDKMLANVSTVLTGK. The MHC is DRB1_0405 with pseudo-sequence DRB1_0405. The binding affinity (normalized) is 0.166. (7) The MHC is DRB1_1501 with pseudo-sequence DRB1_1501. The peptide sequence is EVVAATPTSLLISWG. The binding affinity (normalized) is 0.476. (8) The peptide sequence is NLDVYDWSIPDDLLA. The MHC is HLA-DPA10201-DPB10101 with pseudo-sequence HLA-DPA10201-DPB10101. The binding affinity (normalized) is 0.123.